The task is: Predict the reactants needed to synthesize the given product.. This data is from Full USPTO retrosynthesis dataset with 1.9M reactions from patents (1976-2016). (1) Given the product [Cl:29][C:20]1[S:21][C:22]([CH:24]2[O:28][CH2:27][CH2:26][O:25]2)=[CH:23][C:19]=1[CH:18]([NH:30][C:31](=[O:37])[O:32][C:33]([CH3:35])([CH3:36])[CH3:34])[C:12]1[C:11]([CH2:10][CH2:9][OH:8])=[CH:16][CH:15]=[C:14]([Cl:17])[N:13]=1, predict the reactants needed to synthesize it. The reactants are: [Si]([O:8][CH2:9][CH2:10][C:11]1[C:12]([CH:18]([NH:30][C:31](=[O:37])[O:32][C:33]([CH3:36])([CH3:35])[CH3:34])[C:19]2[CH:23]=[C:22]([CH:24]3[O:28][CH2:27][CH2:26][O:25]3)[S:21][C:20]=2[Cl:29])=[N:13][C:14]([Cl:17])=[CH:15][CH:16]=1)(C(C)(C)C)(C)C. (2) Given the product [CH2:1]([O:8][C:9]1[C:10]2[N:11]([CH2:12][CH3:13])[CH:22]=[N:19][C:14]=2[CH:15]=[C:16]([Br:18])[CH:17]=1)[C:2]1[CH:7]=[CH:6][CH:5]=[CH:4][CH:3]=1, predict the reactants needed to synthesize it. The reactants are: [CH2:1]([O:8][C:9]1[CH:17]=[C:16]([Br:18])[CH:15]=[C:14]([N+:19]([O-])=O)[C:10]=1[NH:11][CH2:12][CH3:13])[C:2]1[CH:7]=[CH:6][CH:5]=[CH:4][CH:3]=1.[CH2:22](O)C.